This data is from Full USPTO retrosynthesis dataset with 1.9M reactions from patents (1976-2016). The task is: Predict the reactants needed to synthesize the given product. (1) Given the product [Cl:24][C:20]1[CH:19]=[C:18]2[C:17](=[CH:22][C:21]=1[Cl:23])[N:14]1[CH2:15][CH2:16][NH:11][CH2:12][C@@H:13]1[C:28](=[O:30])[NH:25]2, predict the reactants needed to synthesize it. The reactants are: C([N:11]1[CH2:16][CH2:15][N:14]([C:17]2[CH:22]=[C:21]([Cl:23])[C:20]([Cl:24])=[CH:19][C:18]=2[N+:25]([O-])=O)[C@@H:13]([C:28]([OH:30])=O)[CH2:12]1)(OCC1C=CC=CC=1)=O. (2) Given the product [CH:1]([NH:4][C:5]([N:7]1[CH2:12][CH2:11][NH:10][CH2:9][CH2:8]1)=[O:6])([CH3:3])[CH3:2], predict the reactants needed to synthesize it. The reactants are: [CH:1]([NH:4][C:5]([N:7]1[CH2:12][CH2:11][N:10](C(OCC2C=CC=CC=2)=O)[CH2:9][CH2:8]1)=[O:6])([CH3:3])[CH3:2].[H][H]. (3) The reactants are: [CH2:1]([O:5][C:6]1[N:14]=[C:13]2[C:9]([N:10]=[C:11]([O:20]C)[N:12]2[CH2:15][CH2:16][CH2:17][CH2:18]Cl)=[C:8]([NH2:22])[N:7]=1)[CH2:2][CH2:3][CH3:4].[CH3:23][CH:24]([CH3:32])[CH2:25][N:26]1[CH2:31][CH2:30][NH:29][CH2:28][CH2:27]1. Given the product [NH2:22][C:8]1[N:7]=[C:6]([O:5][CH2:1][CH2:2][CH2:3][CH3:4])[N:14]=[C:13]2[C:9]=1[NH:10][C:11](=[O:20])[N:12]2[CH2:15][CH2:16][CH2:17][CH2:18][N:29]1[CH2:30][CH2:31][N:26]([CH2:25][CH:24]([CH3:32])[CH3:23])[CH2:27][CH2:28]1, predict the reactants needed to synthesize it. (4) Given the product [Cl:14][C:11]1[CH:10]=[CH:9][C:8]([NH:7][C:6](=[O:15])[O:5][C:1]([CH3:4])([CH3:2])[CH3:3])=[C:13]([CH:21]([C:23]2[C:31]3[O:30][CH2:29][CH2:28][C:27]=3[CH:26]=[CH:25][CH:24]=2)[OH:22])[CH:12]=1, predict the reactants needed to synthesize it. The reactants are: [C:1]([O:5][C:6](=[O:15])[NH:7][C:8]1[CH:13]=[CH:12][C:11]([Cl:14])=[CH:10][CH:9]=1)([CH3:4])([CH3:3])[CH3:2].C([Li])(CC)C.[CH:21]([C:23]1[C:31]2[O:30][CH2:29][CH2:28][C:27]=2[CH:26]=[CH:25][CH:24]=1)=[O:22].[Cl-].[NH4+]. (5) The reactants are: [NH2:1][C:2]1[N:7]=[C:6]([N:8]2[CH2:30][CH2:29][C:11]3([CH2:15][N:14]([C:16]([O:18][CH2:19][C:20]4[CH:25]=[CH:24][CH:23]=[CH:22][CH:21]=4)=[O:17])[C@H:13]([C:26]([OH:28])=[O:27])[CH2:12]3)[CH2:10][CH2:9]2)[CH:5]=[C:4]([O:31][C@H:32]([C:37]2[CH:42]=[CH:41][C:40]([Cl:43])=[CH:39][C:38]=2[N:44]2[CH:48]=[CH:47][C:46]([CH3:49])=[N:45]2)[C:33]([F:36])([F:35])[F:34])[N:3]=1.O(C(O[C:54]([CH3:57])([CH3:56])[CH3:55])=O)C(O[C:54]([CH3:57])([CH3:56])[CH3:55])=O. Given the product [NH2:1][C:2]1[N:7]=[C:6]([N:8]2[CH2:30][CH2:29][C:11]3([CH2:15][N:14]([C:16]([O:18][CH2:19][C:20]4[CH:25]=[CH:24][CH:23]=[CH:22][CH:21]=4)=[O:17])[C@H:13]([C:26]([O:28][C:54]([CH3:57])([CH3:56])[CH3:55])=[O:27])[CH2:12]3)[CH2:10][CH2:9]2)[CH:5]=[C:4]([O:31][C@H:32]([C:37]2[CH:42]=[CH:41][C:40]([Cl:43])=[CH:39][C:38]=2[N:44]2[CH:48]=[CH:47][C:46]([CH3:49])=[N:45]2)[C:33]([F:35])([F:34])[F:36])[N:3]=1, predict the reactants needed to synthesize it. (6) The reactants are: I[C:2]1[S:6][C:5]([Si:7]([CH:14]([CH3:16])[CH3:15])([CH:11]([CH3:13])[CH3:12])[CH:8]([CH3:10])[CH3:9])=[N:4][CH:3]=1.C([Li])[CH2:18][CH2:19][CH3:20].Cl. Given the product [CH:8]([Si:7]([CH:14]([CH3:16])[CH3:15])([CH:11]([CH3:13])[CH3:12])[C:5]1[S:6][C:2]([C:2]2[S:6][C:5]([Si:7]([CH:11]([CH3:13])[CH3:12])([CH:19]([CH3:20])[CH3:18])[CH:8]([CH3:9])[CH3:10])=[N:4][CH:3]=2)=[CH:3][N:4]=1)([CH3:10])[CH3:9], predict the reactants needed to synthesize it. (7) Given the product [C:8]([O:7][C@@H:6]1[C@@H:11]([O:12][C:13](=[O:15])[CH3:14])[C@H:16]([O:17][C:18](=[O:20])[CH3:19])[C@@H:21]([C:23]([O:25][CH3:26])=[O:24])[O:22][CH:5]1[OH:4])(=[O:10])[CH3:9], predict the reactants needed to synthesize it. The reactants are: C([O:4][CH:5]1[O:22][C@H:21]([C:23]([O:25][CH3:26])=[O:24])[C@@H:16]([O:17][C:18](=[O:20])[CH3:19])[C@H:11]([O:12][C:13](=[O:15])[CH3:14])[C@H:6]1[O:7][C:8](=[O:10])[CH3:9])(=O)C.C(N)C1C=CC=CC=1. (8) Given the product [N:1]1([CH2:6][CH2:7][N:8]2[C:16]3[C:11](=[CH:12][CH:13]=[C:14]([NH:17][C:26](=[O:27])[O:28][C:29]4[CH:34]=[CH:33][CH:32]=[CH:31][CH:30]=4)[CH:15]=3)[CH:10]=[N:9]2)[CH2:5][CH2:4][CH2:3][CH2:2]1, predict the reactants needed to synthesize it. The reactants are: [N:1]1([CH2:6][CH2:7][N:8]2[C:16]3[C:11](=[CH:12][CH:13]=[C:14]([NH2:17])[CH:15]=3)[CH:10]=[N:9]2)[CH2:5][CH2:4][CH2:3][CH2:2]1.C(N(CC)CC)C.Cl[C:26]([O:28][C:29]1[CH:34]=[CH:33][CH:32]=[CH:31][CH:30]=1)=[O:27]. (9) Given the product [CH3:3][O:2][N:4]=[CH:15][C:14]1[CH:17]=[CH:18][C:11]([F:10])=[CH:12][CH:13]=1, predict the reactants needed to synthesize it. The reactants are: Cl.[O:2]([NH2:4])[CH3:3].C([O-])(=O)C.[Na+].[F:10][C:11]1[CH:18]=[CH:17][C:14]([CH:15]=O)=[CH:13][CH:12]=1.